Dataset: Catalyst prediction with 721,799 reactions and 888 catalyst types from USPTO. Task: Predict which catalyst facilitates the given reaction. Reactant: C[O:2][C:3]1[CH:8]=[CH:7][C:6]([C:9]2[N:10]=[N:11][NH:12][CH:13]=2)=[CH:5][CH:4]=1.Br.O. Product: [NH:12]1[CH:13]=[C:9]([C:6]2[CH:5]=[CH:4][C:3]([OH:2])=[CH:8][CH:7]=2)[N:10]=[N:11]1. The catalyst class is: 13.